From a dataset of Full USPTO retrosynthesis dataset with 1.9M reactions from patents (1976-2016). Predict the reactants needed to synthesize the given product. (1) Given the product [N+:1]([C:4]([CH3:19])([CH3:18])[CH2:5][C:6]1[C:14]2[C:9](=[C:10]([NH:15][S:26]([C:20]3[CH:25]=[CH:24][CH:23]=[CH:22][CH:21]=3)(=[O:28])=[O:27])[CH:11]=[CH:12][CH:13]=2)[NH:8][CH:7]=1)([O-:3])=[O:2], predict the reactants needed to synthesize it. The reactants are: [N+:1]([C:4]([CH3:19])([CH3:18])[CH2:5][C:6]1[C:14]2[C:9](=[C:10]([N+:15]([O-])=O)[CH:11]=[CH:12][CH:13]=2)[NH:8][CH:7]=1)([O-:3])=[O:2].[C:20]1([S:26](Cl)(=[O:28])=[O:27])[CH:25]=[CH:24][CH:23]=[CH:22][CH:21]=1. (2) Given the product [Cl:1][C:2]1[CH:3]=[C:4]2[C:9](=[CH:10][C:11]=1[C:12]([N:14]1[CH2:18][CH2:17][CH2:16][CH2:15]1)=[O:13])[N:8]=[CH:7][N:6]=[C:5]2[NH:19][C@@H:20]([C:31]1[NH:35][C:34]2[CH:36]=[CH:37][C:38]([Cl:40])=[CH:39][C:33]=2[N:32]=1)[CH2:21][O:22][CH2:23][C:24]([OH:26])=[O:25], predict the reactants needed to synthesize it. The reactants are: [Cl:1][C:2]1[CH:3]=[C:4]2[C:9](=[CH:10][C:11]=1[C:12]([N:14]1[CH2:18][CH2:17][CH2:16][CH2:15]1)=[O:13])[N:8]=[CH:7][N:6]=[C:5]2[NH:19][C@@H:20]([C:31]1[NH:35][C:34]2[CH:36]=[CH:37][C:38]([Cl:40])=[CH:39][C:33]=2[N:32]=1)[CH2:21][O:22][CH2:23][C:24]([O:26]C(C)(C)C)=[O:25].FC(F)(F)C(O)=O.